From a dataset of Blood-brain barrier permeability classification from the B3DB database. Regression/Classification. Given a drug SMILES string, predict its absorption, distribution, metabolism, or excretion properties. Task type varies by dataset: regression for continuous measurements (e.g., permeability, clearance, half-life) or binary classification for categorical outcomes (e.g., BBB penetration, CYP inhibition). Dataset: b3db_classification. The molecule is C[C@@H]1CC2C3C[C@H](F)C4=CC(=O)C=C[C@]4(C)[C@@]3(F)[C@@H](O)C[C@]2(C)[C@@]1(O)C(=O)CO. The result is 1 (penetrates BBB).